Dataset: Full USPTO retrosynthesis dataset with 1.9M reactions from patents (1976-2016). Task: Predict the reactants needed to synthesize the given product. (1) Given the product [CH2:38]([O:40][C:41](=[O:46])[CH2:42][CH2:43][CH2:44][O:29][C:26]1[CH:25]=[CH:24][C:23]([C:22]([N:15]2[C:16]3[C:21](=[CH:20][CH:19]=[CH:18][CH:17]=3)[C@H:12]([N:8]([C:9](=[O:11])[CH3:10])[C:5]3[CH:4]=[CH:3][C:2]([Cl:1])=[CH:7][CH:6]=3)[CH2:13][C@@H:14]2[CH3:31])=[O:30])=[CH:28][CH:27]=1)[CH3:39], predict the reactants needed to synthesize it. The reactants are: [Cl:1][C:2]1[CH:7]=[CH:6][C:5]([N:8]([C@H:12]2[C:21]3[C:16](=[CH:17][CH:18]=[CH:19][CH:20]=3)[N:15]([C:22](=[O:30])[C:23]3[CH:28]=[CH:27][C:26]([OH:29])=[CH:25][CH:24]=3)[C@@H:14]([CH3:31])[CH2:13]2)[C:9](=[O:11])[CH3:10])=[CH:4][CH:3]=1.C([O-])([O-])=O.[K+].[K+].[CH2:38]([O:40][C:41](=[O:46])[CH2:42][CH2:43][CH2:44]Br)[CH3:39]. (2) Given the product [Cl:22][C:23]1[CH:33]=[CH:32][C:26]([O:27][CH2:28][C:29]([NH:1][C:2]2[CH:7]=[CH:6][C:5]([O:8][CH2:9][CH3:10])=[CH:4][C:3]=2[NH:11][CH2:12][CH:13]([CH3:14])[CH3:15])=[O:30])=[CH:25][CH:24]=1, predict the reactants needed to synthesize it. The reactants are: [NH2:1][C:2]1[CH:7]=[CH:6][C:5]([O:8][CH2:9][CH3:10])=[CH:4][C:3]=1[NH:11][CH2:12][CH:13]([CH3:15])[CH3:14].C([O-])([O-])=O.[K+].[K+].[Cl:22][C:23]1[CH:33]=[CH:32][C:26]([O:27][CH2:28][C:29](Cl)=[O:30])=[CH:25][CH:24]=1.C([O-])(O)=O.[Na+]. (3) Given the product [CH3:25][S:22]([C:19]1[CH:20]=[CH:21][C:15]2[CH2:14][O:13][CH:12]([CH2:11][NH:8][CH2:1][CH3:2])[O:17][C:16]=2[CH:18]=1)(=[O:23])=[O:24], predict the reactants needed to synthesize it. The reactants are: [CH2:1]([N:8]([CH2:11][CH:12]1[O:17][C:16]2[CH:18]=[C:19]([S:22]([CH3:25])(=[O:24])=[O:23])[CH:20]=[CH:21][C:15]=2[CH2:14][O:13]1)CC)[C:2]1C=CC=CC=1. (4) Given the product [CH3:10][O:11][C:12]1[CH:13]=[C:14]([CH:15]=[CH:16][C:17]=1[O:18][CH3:19])[C:20]([C:21]1[N:1]=[N:2][NH:3][C:22]=1[C:23]([O:25][CH2:26][CH3:27])=[O:24])=[O:28], predict the reactants needed to synthesize it. The reactants are: [N-:1]=[N+:2]=[N-:3].[Na+].Cl([O-])(=O)=O.[Na+].[CH3:10][O:11][C:12]1[CH:13]=[C:14]([C:20](=[O:28])[CH:21]=[CH:22][C:23]([O:25][CH2:26][CH3:27])=[O:24])[CH:15]=[CH:16][C:17]=1[O:18][CH3:19].N([O-])=O.[Na+].S(=O)(=O)(O)O. (5) Given the product [C:1]([N:4]1[C:13]2[C:8](=[CH:9][C:10]([N:14]3[CH:18]=[C:17]([C:19]([OH:21])=[O:20])[N:16]=[CH:15]3)=[CH:11][CH:12]=2)[C@H:7]([NH:24][C:25]([O:27][CH:28]([CH3:30])[CH3:29])=[O:26])[CH2:6][C@@H:5]1[CH3:31])(=[O:3])[CH3:2], predict the reactants needed to synthesize it. The reactants are: [C:1]([N:4]1[C:13]2[C:8](=[CH:9][C:10]([N:14]3[CH:18]=[C:17]([C:19]([O:21]CC)=[O:20])[N:16]=[CH:15]3)=[CH:11][CH:12]=2)[C@H:7]([NH:24][C:25]([O:27][CH:28]([CH3:30])[CH3:29])=[O:26])[CH2:6][C@@H:5]1[CH3:31])(=[O:3])[CH3:2].[OH-].[Li+].